From a dataset of Full USPTO retrosynthesis dataset with 1.9M reactions from patents (1976-2016). Predict the reactants needed to synthesize the given product. (1) Given the product [C:21]([O:20][C:18]([NH:17][C@H:6]([CH2:7][C:8]1[CH:13]=[C:12]([F:14])[C:11]([F:15])=[CH:10][C:9]=1[F:16])[CH2:5][C:4]([OH:25])=[O:3])=[O:19])([CH3:24])([CH3:22])[CH3:23], predict the reactants needed to synthesize it. The reactants are: C([O:3][C:4](=[O:25])[CH2:5][CH:6]([NH:17][C:18]([O:20][C:21]([CH3:24])([CH3:23])[CH3:22])=[O:19])[CH2:7][C:8]1[CH:13]=[C:12]([F:14])[C:11]([F:15])=[CH:10][C:9]=1[F:16])C.[OH-].[Na+]. (2) Given the product [CH2:1]([O:8][C:9]1[CH:21]=[CH:20][C:12]([CH:13]([C:14]2[O:15][C:16]([CH3:19])=[CH:17][N:18]=2)[CH2:31][C:32]([O:34][CH2:35][CH3:36])=[O:33])=[CH:11][CH:10]=1)[C:2]1[CH:3]=[CH:4][CH:5]=[CH:6][CH:7]=1, predict the reactants needed to synthesize it. The reactants are: [CH2:1]([O:8][C:9]1[CH:21]=[CH:20][C:12]([CH2:13][C:14]2[O:15][C:16]([CH3:19])=[CH:17][N:18]=2)=[CH:11][CH:10]=1)[C:2]1[CH:7]=[CH:6][CH:5]=[CH:4][CH:3]=1.[Li+].CC([N-]C(C)C)C.Br[CH2:31][C:32]([O:34][CH2:35][CH3:36])=[O:33].O. (3) Given the product [Cl:1][C:2]1[CH:3]=[CH:4][CH:5]=[C:6]2[C:10]=1[N:9]([CH2:19][CH:13]1[CH2:18][CH2:17][CH2:16][CH2:15][CH2:14]1)[CH:8]=[CH:7]2, predict the reactants needed to synthesize it. The reactants are: [Cl:1][C:2]1[CH:3]=[CH:4][CH:5]=[C:6]2[C:10]=1[NH:9][CH:8]=[CH:7]2.[H-].[Na+].[CH:13]1([CH2:19]Br)[CH2:18][CH2:17][CH2:16][CH2:15][CH2:14]1. (4) Given the product [F:14][C:15]([F:29])([F:30])[C:16]1[CH:24]=[CH:23][C:22]([C:25]([F:26])([F:27])[F:28])=[CH:21][C:17]=1[C:18](=[O:19])/[CH:13]=[C:7]1\[S:8][C:9]([CH3:12])=[C:10]([CH3:11])[N:6]\1[CH2:2][CH2:3][CH2:4][CH3:5], predict the reactants needed to synthesize it. The reactants are: [I-].[CH2:2]([N+:6]1[C:10]([CH3:11])=[C:9]([CH3:12])[S:8][C:7]=1[CH3:13])[CH2:3][CH2:4][CH3:5].[F:14][C:15]([F:30])([F:29])[C:16]1[CH:24]=[CH:23][C:22]([C:25]([F:28])([F:27])[F:26])=[CH:21][C:17]=1[C:18](Cl)=[O:19].